From a dataset of Full USPTO retrosynthesis dataset with 1.9M reactions from patents (1976-2016). Predict the reactants needed to synthesize the given product. (1) The reactants are: NC1C=CC(N2C=CC(O)=CC2=O)=CC=1F.C[Si]([N-][Si](C)(C)C)(C)C.[Li+].[CH2:27]([O:29][C:30]([CH:32]1[CH:34]([C:35](=[O:52])NC2C=CC(N3C=CC(O)=CC3=O)=CC=2F)[CH:33]1[C:53](=[O:62])[NH:54][C:55]1[CH:60]=[CH:59][C:58]([Cl:61])=[CH:57][CH:56]=1)=[O:31])[CH3:28]. Given the product [CH2:27]([O:29][C:30]([CH:32]1[CH:33]2[CH:34]1[C:35](=[O:52])[N:54]([C:55]1[CH:60]=[CH:59][C:58]([Cl:61])=[CH:57][CH:56]=1)[C:53]2=[O:62])=[O:31])[CH3:28], predict the reactants needed to synthesize it. (2) Given the product [Br:6][C:7]1[N:8]([C:17]2[C:26]3[C:21](=[CH:22][CH:23]=[CH:24][CH:25]=3)[C:20]([CH:27]3[CH2:29][CH2:28]3)=[CH:19][CH:18]=2)[C:9]([S:12][CH2:13][C:14]([O:16][CH:34]2[CH:32]([OH:33])[CH:31]([OH:30])[O:37][CH:36]2[CH:38]([OH:39])[CH2:40][OH:41])=[O:15])=[N:10][N:11]=1, predict the reactants needed to synthesize it. The reactants are: P(Cl)(Cl)(Cl)=O.[Br:6][C:7]1[N:8]([C:17]2[C:26]3[C:21](=[CH:22][CH:23]=[CH:24][CH:25]=3)[C:20]([CH:27]3[CH2:29][CH2:28]3)=[CH:19][CH:18]=2)[C:9]([S:12][CH2:13][C:14]([OH:16])=[O:15])=[N:10][N:11]=1.[OH:30][CH:31]1[O:37][C@H:36]([C@@H:38]([CH2:40][OH:41])[OH:39])[C@H:34](O)[C@H:32]1[OH:33]. (3) Given the product [C:14]([O:17][C@H:18]1[CH2:35][CH2:34][C@@:33]2([CH3:36])[C@@H:20]([CH2:21][CH2:22][C@:23]3([CH3:48])[C@@H:32]2[CH2:31][CH2:30][C@H:29]2[C@@:24]3([CH3:47])[CH2:25][CH2:26][C@@:27]3([C:44]([N:1]4[CH2:6][CH2:5][O:4][CH2:3][CH2:2]4)=[O:45])[CH2:39][CH2:38][C@@H:37]([C:40]4([CH3:43])[CH2:41][CH2:42]4)[C@@H:28]32)[C:19]1([CH3:50])[CH3:49])(=[O:16])[CH3:15], predict the reactants needed to synthesize it. The reactants are: [NH:1]1[CH2:6][CH2:5][O:4][CH2:3][CH2:2]1.C(N(CC)CC)C.[C:14]([O:17][C@H:18]1[CH2:35][CH2:34][C@@:33]2([CH3:36])[C@@H:20]([CH2:21][CH2:22][C@:23]3([CH3:48])[C@@H:32]2[CH2:31][CH2:30][C@H:29]2[C@@:24]3([CH3:47])[CH2:25][CH2:26][C@@:27]3([C:44](Cl)=[O:45])[CH2:39][CH2:38][C@@H:37]([C:40]4([CH3:43])[CH2:42][CH2:41]4)[C@@H:28]32)[C:19]1([CH3:50])[CH3:49])(=[O:16])[CH3:15]. (4) Given the product [Br:1][C:2]1[CH:16]=[CH:15][C:5]2[N:6]=[C:7]([NH:9][C:10]([NH:12][CH2:13][CH3:14])=[O:11])[S:8][C:4]=2[C:3]=1[OH:17], predict the reactants needed to synthesize it. The reactants are: [Br:1][C:2]1(Br)[CH2:16][CH2:15][C:5]2[N:6]=[C:7]([NH:9][C:10]([NH:12][CH2:13][CH3:14])=[O:11])[S:8][C:4]=2[C:3]1=[O:17].C1CCN2C(=NCCC2)CC1. (5) Given the product [NH2:41][C:22]([C:18]1[S:17][C:16]([C:13]2[CH:14]=[C:15]3[C:10](=[CH:11][CH:12]=2)[C:9](=[O:25])[N:8]([CH2:26][CH:27]([CH3:29])[CH3:28])[C:7]([CH2:30][NH:31][C:32](=[O:33])[O:34][C:35]([CH3:38])([CH3:37])[CH3:36])=[C:6]3[O:5][CH2:1][CH2:2][CH2:3][CH3:4])=[N:20][C:19]=1[CH3:21])=[O:23], predict the reactants needed to synthesize it. The reactants are: [CH2:1]([O:5][C:6]1[C:15]2[C:10](=[CH:11][CH:12]=[C:13]([C:16]3[S:17][C:18]([C:22](O)=[O:23])=[C:19]([CH3:21])[N:20]=3)[CH:14]=2)[C:9](=[O:25])[N:8]([CH2:26][CH:27]([CH3:29])[CH3:28])[C:7]=1[CH2:30][NH:31][C:32]([O:34][C:35]([CH3:38])([CH3:37])[CH3:36])=[O:33])[CH2:2][CH2:3][CH3:4].Cl.C[N:41](C)CCCN=C=N.[NH4+].ON1C2C=CC=CC=2N=N1.O.